This data is from Catalyst prediction with 721,799 reactions and 888 catalyst types from USPTO. The task is: Predict which catalyst facilitates the given reaction. Reactant: [C:1]1([C:7]2[CH:8]=[C:9]3[C:13](=[CH:14][CH:15]=2)[NH:12][C:11](=[O:16])[CH2:10]3)[CH:6]=[CH:5][CH:4]=[CH:3][CH:2]=1.[CH:17]([C:19]1[NH:20][C:21]([CH3:33])=[C:22]([S:29]([CH3:32])(=[O:31])=[O:30])[C:23]=1[CH2:24][CH2:25][C:26]([OH:28])=[O:27])=O.N1CCCCC1. Product: [CH3:32][S:29]([C:22]1[C:23]([CH2:24][CH2:25][C:26]([OH:28])=[O:27])=[C:19](/[CH:17]=[C:10]2\[C:11](=[O:16])[NH:12][C:13]3[C:9]\2=[CH:8][C:7]([C:1]2[CH:2]=[CH:3][CH:4]=[CH:5][CH:6]=2)=[CH:15][CH:14]=3)[NH:20][C:21]=1[CH3:33])(=[O:31])=[O:30]. The catalyst class is: 8.